The task is: Predict the reaction yield, written as a fraction of the theoretical maximum amount of product (1.0 means a 100% yield; for example, 0.34 means a 34% yield).. This data is from Reaction yield outcomes from USPTO patents with 853,638 reactions. The reactants are C(OC([NH:8][C@H:9]1[CH2:14][CH2:13][CH2:12][CH2:11][C@H:10]1[NH:15][C:16]1[CH:25]=[C:24]([C:26]#[N:27])[C:19]([C:20]([O:22][CH3:23])=[O:21])=[C:18]([NH:28][C:29]2[CH:34]=[CH:33][CH:32]=[C:31]([S:35]([CH3:38])(=[O:37])=[O:36])[CH:30]=2)[N:17]=1)=O)(C)(C)C.Cl. The catalyst is CC(O)=O. The product is [NH2:8][C@H:9]1[CH2:14][CH2:13][CH2:12][CH2:11][C@H:10]1[NH:15][C:16]1[CH:25]=[C:24]([C:26]#[N:27])[C:19]([C:20]([O:22][CH3:23])=[O:21])=[C:18]([NH:28][C:29]2[CH:34]=[CH:33][CH:32]=[C:31]([S:35]([CH3:38])(=[O:37])=[O:36])[CH:30]=2)[N:17]=1. The yield is 0.850.